Predict the reaction yield, written as a fraction of the theoretical maximum amount of product (1.0 means a 100% yield; for example, 0.34 means a 34% yield). From a dataset of Reaction yield outcomes from USPTO patents with 853,638 reactions. The reactants are Cl[C:2]1[C:11]2[CH:10]=[C:9]([OH:12])[C:8]3[CH:13]=[CH:14][C:15]([F:17])=[CH:16][C:7]=3[C:6]=2[C:5]([O:18][CH3:19])=[N:4][N:3]=1. The catalyst is [Pd].C(O)C.C([O-])([O-])=O.[K+].[K+]. The product is [F:17][C:15]1[CH:14]=[CH:13][C:8]2[C:9]([OH:12])=[CH:10][C:11]3[CH:2]=[N:3][N:4]=[C:5]([O:18][CH3:19])[C:6]=3[C:7]=2[CH:16]=1. The yield is 0.920.